Task: Regression. Given a peptide amino acid sequence and an MHC pseudo amino acid sequence, predict their binding affinity value. This is MHC class I binding data.. Dataset: Peptide-MHC class I binding affinity with 185,985 pairs from IEDB/IMGT (1) The peptide sequence is YVIPDELIDV. The MHC is HLA-A02:06 with pseudo-sequence HLA-A02:06. The binding affinity (normalized) is 0.768. (2) The peptide sequence is ILHNGAYSL. The MHC is HLA-A68:02 with pseudo-sequence HLA-A68:02. The binding affinity (normalized) is 0.149.